This data is from CYP1A2 inhibition data for predicting drug metabolism from PubChem BioAssay. The task is: Regression/Classification. Given a drug SMILES string, predict its absorption, distribution, metabolism, or excretion properties. Task type varies by dataset: regression for continuous measurements (e.g., permeability, clearance, half-life) or binary classification for categorical outcomes (e.g., BBB penetration, CYP inhibition). Dataset: cyp1a2_veith. (1) The molecule is C[N+]1(C)CCN(c2ccccc2)CC1. The result is 0 (non-inhibitor). (2) The molecule is O=P([O-])(O)C(Cl)(Cl)P(=O)([O-])O.[Na+].[Na+]. The result is 0 (non-inhibitor). (3) The compound is COC(=O)[C@H]1[C@@H](OS(=O)(=O)O)CC[C@H]2CN3CCc4c([nH]c5ccccc45)[C@@H]3C[C@H]21. The result is 0 (non-inhibitor). (4) The compound is Cc1ccc(S(=O)(=O)CC(O)CN2CCCC2=O)cc1. The result is 0 (non-inhibitor). (5) The compound is CN(C)CCN1C(=O)C(O)=C(C(=O)c2cc3ccccc3o2)C1c1cccc(Br)c1. The result is 0 (non-inhibitor).